Dataset: Full USPTO retrosynthesis dataset with 1.9M reactions from patents (1976-2016). Task: Predict the reactants needed to synthesize the given product. (1) Given the product [F:2][C@H:3]1[CH2:7][CH2:6][N:5]([S:36]([C:33]2[CH:34]=[CH:35][C:30]([F:29])=[CH:31][CH:32]=2)(=[O:38])=[O:37])[C@@H:4]1[C:8]([NH:10][CH2:11][C:12]1[C:13]([O:27][CH3:28])=[N:14][N:15]([C:17]2[CH:18]=[N:19][C:20]([C:23]([F:26])([F:25])[F:24])=[CH:21][CH:22]=2)[CH:16]=1)=[O:9], predict the reactants needed to synthesize it. The reactants are: Cl.[F:2][C@H:3]1[CH2:7][CH2:6][NH:5][C@@H:4]1[C:8]([NH:10][CH2:11][C:12]1[C:13]([O:27][CH3:28])=[N:14][N:15]([C:17]2[CH:18]=[N:19][C:20]([C:23]([F:26])([F:25])[F:24])=[CH:21][CH:22]=2)[CH:16]=1)=[O:9].[F:29][C:30]1[CH:35]=[CH:34][C:33]([S:36](Cl)(=[O:38])=[O:37])=[CH:32][CH:31]=1. (2) The reactants are: [C:1]1([C:7]2[N:11]=[C:10]([N:12]3[CH2:17][CH2:16][NH:15][CH2:14][CH2:13]3)[S:9][N:8]=2)[CH:6]=[CH:5][CH:4]=[CH:3][CH:2]=1.C(N(CC)CC)C.[C:25]1([N:31]=[C:32]=[O:33])[CH:30]=[CH:29][CH:28]=[CH:27][CH:26]=1.C(OC(C)C)(C)C. Given the product [C:25]1([NH:31][C:32]([N:15]2[CH2:16][CH2:17][N:12]([C:10]3[S:9][N:8]=[C:7]([C:1]4[CH:2]=[CH:3][CH:4]=[CH:5][CH:6]=4)[N:11]=3)[CH2:13][CH2:14]2)=[O:33])[CH:30]=[CH:29][CH:28]=[CH:27][CH:26]=1, predict the reactants needed to synthesize it. (3) Given the product [CH3:1][O:2][C:3]1[CH:4]=[C:5]([C:11]2[O:15][N:14]=[C:13]([C:16]3[CH:17]=[CH:18][CH:19]=[C:20]4[C:24]=3[N:23]([CH3:32])[CH:22]=[C:21]4[CH2:25][CH2:26][C:27]([OH:29])=[O:28])[N:12]=2)[CH:6]=[CH:7][C:8]=1[O:9][CH3:10], predict the reactants needed to synthesize it. The reactants are: [CH3:1][O:2][C:3]1[CH:4]=[C:5]([C:11]2[O:15][N:14]=[C:13]([C:16]3[CH:17]=[CH:18][CH:19]=[C:20]4[C:24]=3[NH:23][CH:22]=[C:21]4[CH2:25][CH2:26][C:27]([O:29]CC)=[O:28])[N:12]=2)[CH:6]=[CH:7][C:8]=1[O:9][CH3:10].[CH2:32]1N2CCN(CC2)C1.C(=O)(OC)OC. (4) Given the product [C:1]([O:5][C:6](=[O:24])[NH:7][C:8]1[CH:13]=[C:12]([NH:14][CH2:15][CH:16]([CH3:17])[CH3:18])[C:11]([C:19]([F:22])([F:21])[F:20])=[CH:10][C:9]=1[NH:23][C:30](=[O:29])[CH2:31][C:32](=[O:44])[C:33]1[CH:38]=[CH:37][CH:36]=[C:35]([N:39]2[CH:43]=[N:42][CH:41]=[N:40]2)[CH:34]=1)([CH3:3])([CH3:4])[CH3:2], predict the reactants needed to synthesize it. The reactants are: [C:1]([O:5][C:6](=[O:24])[NH:7][C:8]1[CH:13]=[C:12]([NH:14][CH2:15][CH:16]([CH3:18])[CH3:17])[C:11]([C:19]([F:22])([F:21])[F:20])=[CH:10][C:9]=1[NH2:23])([CH3:4])([CH3:3])[CH3:2].C([O:29][C:30](=O)[CH2:31][C:32](=[O:44])[C:33]1[CH:38]=[CH:37][CH:36]=[C:35]([N:39]2[CH:43]=[N:42][CH:41]=[N:40]2)[CH:34]=1)(C)(C)C. (5) Given the product [OH:13][C:9]1([C:20]2[CH:19]=[C:18]3[C:17](=[CH:16][C:15]=2[OH:14])[CH2:21][CH2:22][CH2:24]3)[C:10](=[O:11])[C:4]2[C:5](=[CH:6][CH:1]=[CH:2][CH:3]=2)[C:7]1=[O:8], predict the reactants needed to synthesize it. The reactants are: [CH:1]1[CH:6]=[C:5]2[C:7]([C:9]([OH:13])(O)[C:10](=[O:11])[C:4]2=[CH:3][CH:2]=1)=[O:8].[OH:14][C:15]1[CH:16]=[C:17]([C:21](=O)[CH3:22])[CH:18]=[CH:19][CH:20]=1.[C:24](O)(=O)C. (6) Given the product [CH3:18][C:11]([CH3:17])([C:12](=[O:14])[CH2:2][C:1]#[N:3])[C:9]#[N:10], predict the reactants needed to synthesize it. The reactants are: [C:1](#[N:3])[CH3:2].C([Li])CCC.[C:9]([C:11]([CH3:18])([CH3:17])[C:12]([O:14]CC)=O)#[N:10].C(O)(=O)C. (7) Given the product [C:1]([O:5][C:6]([N:7]([CH2:11][CH2:12][C:13]1[CH:18]=[CH:17][C:16]([N+:19]([O-:21])=[O:20])=[CH:15][CH:14]=1)[CH2:8][CH2:9][NH:24][CH2:25][C:26]([O:28][CH2:29][CH3:30])=[O:27])=[O:22])([CH3:4])([CH3:3])[CH3:2], predict the reactants needed to synthesize it. The reactants are: [C:1]([O:5][C:6](=[O:22])[N:7]([CH2:11][CH2:12][C:13]1[CH:18]=[CH:17][C:16]([N+:19]([O-:21])=[O:20])=[CH:15][CH:14]=1)[CH2:8][CH:9]=O)([CH3:4])([CH3:3])[CH3:2].Cl.[NH2:24][CH2:25][C:26]([O:28][CH2:29][CH3:30])=[O:27].C([BH3-])#N.[Na+].C(O)(=O)C. (8) Given the product [CH3:2][C:1]([NH:6][C:17](=[O:18])[C:16]1[CH:20]=[CH:21][C:22]([F:24])=[CH:23][C:15]=1[F:14])([CH3:3])[CH2:4][CH3:5], predict the reactants needed to synthesize it. The reactants are: [C:1]([NH2:6])([CH2:4][CH3:5])([CH3:3])[CH3:2].C(N(CC)CC)C.[F:14][C:15]1[CH:23]=[C:22]([F:24])[CH:21]=[CH:20][C:16]=1[C:17](Cl)=[O:18].C([O-])(O)=O.[Na+]. (9) Given the product [Cl:10][C:6]1[CH:7]=[CH:8][CH:9]=[C:2]2[C:3]=1[CH:4]=[C:20]([CH2:19][C:14]1[CH:15]=[CH:16][CH:17]=[CH:18][C:13]=1[O:12][CH3:11])[C:21]([NH2:22])=[N:1]2, predict the reactants needed to synthesize it. The reactants are: [NH2:1][C:2]1[CH:9]=[CH:8][CH:7]=[C:6]([Cl:10])[C:3]=1[CH:4]=O.[CH3:11][O:12][C:13]1[CH:18]=[CH:17][CH:16]=[CH:15][C:14]=1[CH2:19][CH2:20][C:21]#[N:22]. (10) The reactants are: [Br:1][C:2]1[N:3]([C:13]2[N:14]=[CH:15][N:16]=[C:17]([NH2:20])[C:18]=2[N:19]=1)[C@@H:4]1[O:12][C@H:9]([CH2:10][OH:11])[C@@H:7]([OH:8])[C@H:5]1[OH:6].Br[CH2:22][CH:23]=[C:24]([CH3:26])[CH3:25]. Given the product [Br:1][C:2]1[N:3]([C@@H:4]2[O:12][C@H:9]([CH2:10][OH:11])[C@@H:7]([OH:8])[C@H:5]2[OH:6])[C:13]2[C:18]([N:19]=1)=[C:17]([NH:20][CH2:22][CH:23]=[C:24]([CH3:26])[CH3:25])[N:16]=[CH:15][N:14]=2, predict the reactants needed to synthesize it.